Dataset: Reaction yield outcomes from USPTO patents with 853,638 reactions. Task: Predict the reaction yield, written as a fraction of the theoretical maximum amount of product (1.0 means a 100% yield; for example, 0.34 means a 34% yield). (1) The reactants are C([Sn](CCCC)(CCCC)[C:6]1[C:10]2[N:11]=[CH:12][N:13]=[CH:14][C:9]=2[S:8][CH:7]=1)CCC.[NH2:23][C:24]1[N:25]=[CH:26][C:27]([C:34]2[CH:35]=[N:36][N:37]([CH:39]3[CH2:44][CH2:43][N:42]([C:45](=[O:47])[CH3:46])[CH2:41][CH2:40]3)[CH:38]=2)=[C:28]2[CH:32]=[C:31](Cl)[O:30][C:29]=12.[F-].[Cs+]. The catalyst is CN(C=O)C.C1C=CC([P]([Pd]([P](C2C=CC=CC=2)(C2C=CC=CC=2)C2C=CC=CC=2)([P](C2C=CC=CC=2)(C2C=CC=CC=2)C2C=CC=CC=2)[P](C2C=CC=CC=2)(C2C=CC=CC=2)C2C=CC=CC=2)(C2C=CC=CC=2)C2C=CC=CC=2)=CC=1. The product is [NH2:23][C:24]1[N:25]=[CH:26][C:27]([C:34]2[CH:35]=[N:36][N:37]([CH:39]3[CH2:40][CH2:41][N:42]([C:45](=[O:47])[CH3:46])[CH2:43][CH2:44]3)[CH:38]=2)=[C:28]2[CH:32]=[C:31]([C:6]3[C:10]4[N:11]=[CH:12][N:13]=[CH:14][C:9]=4[S:8][CH:7]=3)[O:30][C:29]=12. The yield is 0.300. (2) The product is [C:1]([O:5][C:6]([N:8]1[CH2:9][C:10]2[C:15](=[CH:14][C:13]([C:17]([F:20])([F:18])[F:19])=[C:12]([CH2:21][CH3:22])[CH:11]=2)[CH2:16]1)=[O:7])([CH3:2])([CH3:3])[CH3:4]. The catalyst is CO.[Pd]. The yield is 0.200. The reactants are [C:1]([O:5][C:6]([N:8]1[CH2:16][C:15]2[C:10](=[CH:11][C:12]([CH:21]=[CH2:22])=[C:13]([C:17]([F:20])([F:19])[F:18])[CH:14]=2)[CH2:9]1)=[O:7])([CH3:4])([CH3:3])[CH3:2]. (3) The reactants are NC1C=CC=CC=1C1N=C(CCCC(O)=O)OC=1.C([O:21][C:22](=[O:40])[CH2:23][CH2:24][CH2:25][CH2:26][CH2:27][C:28]1[O:29][CH:30]=[C:31]([C:33]2[CH:38]=[CH:37][CH:36]=[CH:35][C:34]=2[NH2:39])[N:32]=1)C. No catalyst specified. The product is [NH2:39][C:34]1[CH:35]=[CH:36][CH:37]=[CH:38][C:33]=1[C:31]1[N:32]=[C:28]([CH2:27][CH2:26][CH2:25][CH2:24][CH2:23][C:22]([OH:40])=[O:21])[O:29][CH:30]=1. The yield is 0.830.